This data is from Reaction yield outcomes from USPTO patents with 853,638 reactions. The task is: Predict the reaction yield, written as a fraction of the theoretical maximum amount of product (1.0 means a 100% yield; for example, 0.34 means a 34% yield). The reactants are [NH2:1][C:2]1[CH:10]=[CH:9][CH:8]=[C:7]([F:11])[C:3]=1[C:4]([NH2:6])=[O:5].C(N(CC)CC)C.Cl[C:20](=[O:26])[C:21]([O:23][CH2:24][CH3:25])=[O:22]. The catalyst is C1COCC1. The product is [NH2:6][C:4]([C:3]1[C:7]([F:11])=[CH:8][CH:9]=[CH:10][C:2]=1[NH:1][C:20](=[O:26])[C:21]([O:23][CH2:24][CH3:25])=[O:22])=[O:5]. The yield is 0.790.